Task: Predict the product of the given reaction.. Dataset: Forward reaction prediction with 1.9M reactions from USPTO patents (1976-2016) (1) Given the reactants [OH-].[Na+].[O:3]1[C:7]2([CH2:12][CH2:11][C:10](=[CH:13][C:14]3[CH:24]=[CH:23][C:17]([C:18]([O:20]CC)=[O:19])=[CH:16][CH:15]=3)[CH2:9][CH2:8]2)[O:6][CH2:5][CH2:4]1.Cl, predict the reaction product. The product is: [O:3]1[C:7]2([CH2:12][CH2:11][C:10](=[CH:13][C:14]3[CH:15]=[CH:16][C:17]([C:18]([OH:20])=[O:19])=[CH:23][CH:24]=3)[CH2:9][CH2:8]2)[O:6][CH2:5][CH2:4]1. (2) Given the reactants C(OC([N:11]1[CH2:16][CH2:15][CH:14]([C:17](=O)[CH2:18][CH:19]([C:30]2[CH:35]=[CH:34][C:33]([O:36][CH3:37])=[CH:32][CH:31]=2)[C:20]([C:22]2[CH:27]=[CH:26][C:25]([O:28][CH3:29])=[CH:24][CH:23]=2)=[O:21])[CH2:13][CH2:12]1)=O)C1C=CC=CC=1.C(=O)(O)[O-].[Na+], predict the reaction product. The product is: [CH3:37][O:36][C:33]1[CH:34]=[CH:35][C:30]([C:19]2[CH:18]=[C:17]([CH:14]3[CH2:15][CH2:16][NH:11][CH2:12][CH2:13]3)[O:21][C:20]=2[C:22]2[CH:23]=[CH:24][C:25]([O:28][CH3:29])=[CH:26][CH:27]=2)=[CH:31][CH:32]=1. (3) Given the reactants [CH3:1][C:2]1([CH3:31])[CH2:11][CH2:10][C:9]2[N:8]=[CH:7][N:6]=[C:5]([N:12]3[CH2:18][C:17]4[CH:19]=[C:20]([C:23]5[CH:24]=[C:25]([NH2:30])[C:26]([NH2:29])=[N:27][CH:28]=5)[CH:21]=[CH:22][C:16]=4[O:15][CH2:14][CH2:13]3)[C:4]=2[CH2:3]1.[CH3:32][O:33][C:34]([NH:36][C:37](=NC(OC)=O)SC)=[O:35], predict the reaction product. The product is: [CH3:32][O:33][C:34](=[O:35])[NH:36][C:37]1[NH:30][C:25]2[C:26]([N:29]=1)=[N:27][CH:28]=[C:23]([C:20]1[CH:21]=[CH:22][C:16]3[O:15][CH2:14][CH2:13][N:12]([C:5]4[C:4]5[CH2:3][C:2]([CH3:31])([CH3:1])[CH2:11][CH2:10][C:9]=5[N:8]=[CH:7][N:6]=4)[CH2:18][C:17]=3[CH:19]=1)[CH:24]=2. (4) Given the reactants [OH:1][C:2]1[C:7]2[CH2:8][CH2:9][O:10][C:11]3[C:12](=[CH:13][C:14]4[CH:15]=[CH:16][N:17]([CH3:20])[C:18]=4[CH:19]=3)[C:6]=2[NH:5][C:4](=[O:21])[C:3]=1[C:22]([O:24]C)=[O:23].[Li+].[I-].Cl, predict the reaction product. The product is: [OH:1][C:2]1[C:7]2[CH2:8][CH2:9][O:10][C:11]3[C:12](=[CH:13][C:14]4[CH:15]=[CH:16][N:17]([CH3:20])[C:18]=4[CH:19]=3)[C:6]=2[NH:5][C:4](=[O:21])[C:3]=1[C:22]([OH:24])=[O:23]. (5) Given the reactants [N:1]1[CH:6]=[CH:5][CH:4]=[C:3](B(O)O)[CH:2]=1.O.O.P([O-])([O-])([O-])=O.[K+].[K+].[K+].[Cl:20][C:21]1[N:26]=[C:25]2[N:27]([CH:31]3[CH2:36][CH2:35][CH2:34][CH2:33][O:32]3)[N:28]=[C:29](I)[C:24]2=[C:23]([CH:37]([F:39])[F:38])[CH:22]=1, predict the reaction product. The product is: [Cl:20][C:21]1[N:26]=[C:25]2[N:27]([CH:31]3[CH2:36][CH2:35][CH2:34][CH2:33][O:32]3)[N:28]=[C:29]([C:3]3[CH:2]=[N:1][CH:6]=[CH:5][CH:4]=3)[C:24]2=[C:23]([CH:37]([F:39])[F:38])[CH:22]=1. (6) The product is: [F:14][C:15]1[CH:16]=[C:17]([CH:21]=[C:22]([F:24])[CH:23]=1)[C:18]([N:10]=[C:8]1[N:7]([CH:26]([CH2:31][CH3:32])[C:27]([OH:29])=[O:28])[C:6]2[CH:11]=[C:2]([F:1])[C:3]([F:13])=[C:4]([F:12])[C:5]=2[S:9]1)=[O:19]. Given the reactants [F:1][C:2]1[C:3]([F:13])=[C:4]([F:12])[C:5]2[S:9][C:8]([NH2:10])=[N:7][C:6]=2[CH:11]=1.[F:14][C:15]1[CH:16]=[C:17]([CH:21]=[C:22]([F:24])[CH:23]=1)[C:18](Cl)=[O:19].Br[CH:26]([CH2:31][CH3:32])[C:27]([O:29]C)=[O:28].COC1C=CC2N=C(N)SC=2C=1.ClC1C=C(C=CC=1)C(Cl)=O.BrCC(OCC)=O, predict the reaction product. (7) The product is: [F:44][C:2]([F:1])([F:43])[C:3]1[CH:4]=[C:5]([CH:13]([N:15]([CH3:42])[C:16]([N:18]2[CH2:25][CH:24]3[CH2:26][CH:20]([CH2:21][NH:22][CH2:23]3)[CH:19]2[C:34]2[CH:39]=[CH:38][C:37]([F:40])=[CH:36][C:35]=2[CH3:41])=[O:17])[CH3:14])[CH:6]=[C:7]([C:9]([F:12])([F:10])[F:11])[CH:8]=1. Given the reactants [F:1][C:2]([F:44])([F:43])[C:3]1[CH:4]=[C:5]([CH:13]([N:15]([CH3:42])[C:16]([N:18]2[CH2:25][CH:24]3[CH2:26][CH:20]([CH2:21][N:22](CC4C=CC=CC=4)[CH2:23]3)[CH:19]2[C:34]2[CH:39]=[CH:38][C:37]([F:40])=[CH:36][C:35]=2[CH3:41])=[O:17])[CH3:14])[CH:6]=[C:7]([C:9]([F:12])([F:11])[F:10])[CH:8]=1.C([O-])=O.[NH4+], predict the reaction product.